From a dataset of Full USPTO retrosynthesis dataset with 1.9M reactions from patents (1976-2016). Predict the reactants needed to synthesize the given product. (1) Given the product [Cl:19][C:9]1[C:10]([CH2:14][CH3:15])=[C:11]([CH3:13])[N:12]=[C:7]([C:5]2[S:6][C:2]([Cl:1])=[CH:3][CH:4]=2)[N:8]=1, predict the reactants needed to synthesize it. The reactants are: [Cl:1][C:2]1[S:6][C:5]([C:7]2[NH:8][C:9](=O)[C:10]([CH2:14][CH3:15])=[C:11]([CH3:13])[N:12]=2)=[CH:4][CH:3]=1.O=P(Cl)(Cl)[Cl:19]. (2) The reactants are: [NH2:1][C:2]1[N:7]=[C:6]([CH:8]2[CH2:13][CH2:12][CH2:11][N:10]([C:14]([O:16][C:17]([CH3:20])([CH3:19])[CH3:18])=[O:15])[CH2:9]2)[CH:5]=[C:4]([C:21]2[C:26]([CH:27]=[CH2:28])=[CH:25][CH:24]=[CH:23][C:22]=2[OH:29])[N:3]=1.[H][H]. Given the product [NH2:1][C:2]1[N:7]=[C:6]([CH:8]2[CH2:13][CH2:12][CH2:11][N:10]([C:14]([O:16][C:17]([CH3:20])([CH3:19])[CH3:18])=[O:15])[CH2:9]2)[CH:5]=[C:4]([C:21]2[C:22]([OH:29])=[CH:23][CH:24]=[CH:25][C:26]=2[CH2:27][CH3:28])[N:3]=1, predict the reactants needed to synthesize it. (3) Given the product [Cl:2][C:3]1[CH:4]=[C:5]2[C:9](=[CH:10][CH:11]=1)[NH:8][CH:7]=[C:6]2[CH:12]1[CH2:17][CH2:16][N:15]([C:27]([C:24]2[CH:23]=[C:22]([CH2:21][C:20]3[CH:30]=[C:31]([F:34])[CH:32]=[CH:33][C:19]=3[F:18])[O:26][N:25]=2)=[O:28])[CH2:14][CH2:13]1, predict the reactants needed to synthesize it. The reactants are: Cl.[Cl:2][C:3]1[CH:4]=[C:5]2[C:9](=[CH:10][CH:11]=1)[NH:8][CH:7]=[C:6]2[CH:12]1[CH2:17][CH2:16][NH:15][CH2:14][CH2:13]1.[F:18][C:19]1[CH:33]=[CH:32][C:31]([F:34])=[CH:30][C:20]=1[CH2:21][C:22]1[O:26][N:25]=[C:24]([C:27](O)=[O:28])[CH:23]=1.CN(C(ON1N=NC2C=CC=NC1=2)=[N+](C)C)C.F[P-](F)(F)(F)(F)F.C(N(CC)C(C)C)(C)C. (4) Given the product [CH3:7][O:8][C:9]1[CH:10]=[C:11]([CH:17]=[CH:18][CH:19]=1)[O:12][CH2:13][CH2:14][OH:15], predict the reactants needed to synthesize it. The reactants are: B.C1COCC1.[CH3:7][O:8][C:9]1[CH:10]=[C:11]([CH:17]=[CH:18][CH:19]=1)[O:12][CH2:13][C:14](O)=[O:15].